Dataset: Reaction yield outcomes from USPTO patents with 853,638 reactions. Task: Predict the reaction yield, written as a fraction of the theoretical maximum amount of product (1.0 means a 100% yield; for example, 0.34 means a 34% yield). (1) The reactants are C(OC(=O)[N:7]([CH2:23][CH2:24][NH:25][C:26]1[CH:31]=[CH:30][CH:29]=[CH:28][C:27]=1[NH:32][S:33]([CH3:36])(=[O:35])=[O:34])[CH2:8][C:9]1[CH:14]=[CH:13][CH:12]=[C:11]([C:15]([N:17]2[CH2:22][CH2:21][CH2:20][CH2:19][CH2:18]2)=[O:16])[CH:10]=1)(C)(C)C.C(OC(=O)N(CCNC1C=CC=CC=1N)CC1C=CC=C(C(N2CCCCC2)=O)C=1)(C)(C)C.CCN(CC)CC.CS(Cl)(=O)=O.[NH4+].[Cl-]. The catalyst is C(Cl)Cl.O. The product is [N:17]1([C:15]([C:11]2[CH:10]=[C:9]([CH:14]=[CH:13][CH:12]=2)[CH2:8][NH:7][CH2:23][CH2:24][NH:25][C:26]2[CH:31]=[CH:30][CH:29]=[CH:28][C:27]=2[NH:32][S:33]([CH3:36])(=[O:35])=[O:34])=[O:16])[CH2:22][CH2:21][CH2:20][CH2:19][CH2:18]1. The yield is 0.510. (2) The reactants are [CH3:1][C:2]1[C:7]([CH2:8]O)=[C:6]([CH3:10])[CH:5]=[CH:4][N:3]=1.BrP(Br)Br.[CH3:15][C:16]1[N:21]=[C:20]([SH:22])[N:19]=[C:18]([OH:23])[CH:17]=1.C(N(CC)CC)C. The catalyst is ClCCl. The product is [CH3:1][C:2]1[C:7]([CH2:8][S:22][C:20]2[N:19]=[C:18]([OH:23])[CH:17]=[C:16]([CH3:15])[N:21]=2)=[C:6]([CH3:10])[CH:5]=[CH:4][N:3]=1. The yield is 0.640. (3) The reactants are [NH2:1][C:2]1[CH:3]=[C:4]2[C:9](=[CH:10][CH:11]=1)[N:8]=[CH:7][C:6]([C:12]#[N:13])=[C:5]2[NH:14][C:15]1[CH:20]=[CH:19][C:18]([F:21])=[C:17]([Cl:22])[CH:16]=1.[CH3:23][C:24]1[N:25]=[CH:26][N:27]([CH2:31][CH2:32][N:33]2[CH2:38][CH2:37][O:36][CH2:35][CH2:34]2)[C:28]=1[CH:29]=O.[BH3-]C#N.[Na+]. The catalyst is CCO. The product is [Cl:22][C:17]1[CH:16]=[C:15]([NH:14][C:5]2[C:4]3[C:9](=[CH:10][CH:11]=[C:2]([NH:1][CH2:29][C:28]4[N:27]([CH2:31][CH2:32][N:33]5[CH2:34][CH2:35][O:36][CH2:37][CH2:38]5)[CH:26]=[N:25][C:24]=4[CH3:23])[CH:3]=3)[N:8]=[CH:7][C:6]=2[C:12]#[N:13])[CH:20]=[CH:19][C:18]=1[F:21]. The yield is 0.480. (4) The reactants are [CH3:1][NH:2][CH3:3].C1COCC1.[F:9][C:10]1[CH:15]=[CH:14][C:13]([C:16]2[O:17][C:18]3[CH:28]=[CH:27][C:26]([C:29]4[CH:30]=[C:31]([CH:41]=[CH:42][CH:43]=4)[C:32]([NH:34][C:35]([CH3:40])([CH3:39])[C:36](O)=[O:37])=[O:33])=[CH:25][C:19]=3[C:20]=2[C:21](=[O:24])[NH:22][CH3:23])=[CH:12][CH:11]=1.CN(C(ON1N=NC2C=CC=NC1=2)=[N+](C)C)C.F[P-](F)(F)(F)(F)F.CCN(C(C)C)C(C)C. The catalyst is CN(C=O)C. The product is [CH3:1][N:2]([CH3:3])[C:36](=[O:37])[C:35]([NH:34][C:32]([C:31]1[CH:30]=[C:29]([C:26]2[CH:27]=[CH:28][C:18]3[O:17][C:16]([C:13]4[CH:12]=[CH:11][C:10]([F:9])=[CH:15][CH:14]=4)=[C:20]([C:21]([NH:22][CH3:23])=[O:24])[C:19]=3[CH:25]=2)[CH:43]=[CH:42][CH:41]=1)=[O:33])([CH3:39])[CH3:40]. The yield is 0.710. (5) The reactants are [CH2:1]([N:3]1[CH2:8][CH2:7][N:6]([C:9]2[CH:15]=[CH:14][C:12]([NH2:13])=[C:11]([N+:16]([O-:18])=[O:17])[CH:10]=2)[CH2:5][CH2:4]1)[CH3:2].Cl[C:20]1[N:25]=[CH:24][N:23]=[C:22]([NH:26][CH3:27])[CH:21]=1.CC1(C)C2C(=C(P(C3C=CC=CC=3)C3C=CC=CC=3)C=CC=2)OC2C(P(C3C=CC=CC=3)C3C=CC=CC=3)=CC=CC1=2.C([O-])([O-])=O.[Cs+].[Cs+]. The catalyst is C1(C)C=CC=CC=1.C1C=CC(/C=C/C(/C=C/C2C=CC=CC=2)=O)=CC=1.C1C=CC(/C=C/C(/C=C/C2C=CC=CC=2)=O)=CC=1.C1C=CC(/C=C/C(/C=C/C2C=CC=CC=2)=O)=CC=1.[Pd].[Pd].C(Cl)Cl. The product is [CH2:1]([N:3]1[CH2:8][CH2:7][N:6]([C:9]2[CH:15]=[CH:14][C:12]([NH:13][C:20]3[CH:21]=[C:22]([NH:26][CH3:27])[N:23]=[CH:24][N:25]=3)=[C:11]([N+:16]([O-:18])=[O:17])[CH:10]=2)[CH2:5][CH2:4]1)[CH3:2]. The yield is 0.290. (6) The yield is 0.400. The reactants are Cl[C:2]1[N:7]=[C:6]([NH:8][C@@H:9]2[CH2:13][CH2:12][CH2:11][C@H:10]2[NH:14][S:15]([CH3:18])(=[O:17])=[O:16])[C:5]([Cl:19])=[CH:4][N:3]=1.[NH2:20][C:21]1[CH:34]=[CH:33][C:24]2[N:25]([CH2:31][CH3:32])[C:26](=[O:30])[CH2:27][CH2:28][CH2:29][C:23]=2[C:22]=1[O:35][CH3:36].C12(CS(O)(=O)=O)C(C)(C)C(CC1)CC2=O. The product is [Cl:19][C:5]1[C:6]([NH:8][C@@H:9]2[CH2:13][CH2:12][CH2:11][C@H:10]2[NH:14][S:15]([CH3:18])(=[O:17])=[O:16])=[N:7][C:2]([NH:20][C:21]2[CH:34]=[CH:33][C:24]3[N:25]([CH2:31][CH3:32])[C:26](=[O:30])[CH2:27][CH2:28][CH2:29][C:23]=3[C:22]=2[O:35][CH3:36])=[N:3][CH:4]=1. The catalyst is C(O)(C)C. (7) The product is [ClH:36].[CH:31]([N:27]1[C:26]([C:20]2[N:19]=[C:18]3[N:22]([CH2:23][CH2:24][O:25][C:16]4[CH:15]=[C:14]([CH:11]5[CH2:12][CH2:13][NH:8][CH2:9][CH2:10]5)[N:35]=[CH:34][C:17]=43)[CH:21]=2)=[N:30][CH:29]=[N:28]1)([CH3:33])[CH3:32]. The catalyst is C(Cl)Cl.CO.O1CCOCC1. The reactants are C(OC([N:8]1[CH2:13][CH2:12][CH:11]([C:14]2[N:35]=[CH:34][C:17]3[C:18]4[N:22]([CH2:23][CH2:24][O:25][C:16]=3[CH:15]=2)[CH:21]=[C:20]([C:26]2[N:27]([CH:31]([CH3:33])[CH3:32])[N:28]=[CH:29][N:30]=2)[N:19]=4)[CH2:10][CH2:9]1)=O)(C)(C)C.[ClH:36]. The yield is 1.00.